This data is from Forward reaction prediction with 1.9M reactions from USPTO patents (1976-2016). The task is: Predict the product of the given reaction. (1) Given the reactants FC(F)(F)C(O)=O.C([O:12][C:13]([C:15]1[CH:19]=[CH:18][N:17]([C:20]2[CH:25]=[CH:24][C:23]([CH:26]([F:28])[F:27])=[CH:22][N:21]=2)[CH:16]=1)=[O:14])(C)(C)C.O, predict the reaction product. The product is: [F:28][CH:26]([F:27])[C:23]1[CH:24]=[CH:25][C:20]([N:17]2[CH:18]=[CH:19][C:15]([C:13]([OH:14])=[O:12])=[CH:16]2)=[N:21][CH:22]=1. (2) Given the reactants [NH:1]1[C:9]2[C:4](=[CH:5][CH:6]=[CH:7][CH:8]=2)[C:3]([CH2:10][CH2:11][C:12]([OH:14])=O)=[CH:2]1.C(N1C=CN=C1)(N1C=CN=C1)=O.[Cl:27][C:28]1[CH:29]=[C:30]2[C:39](=[CH:40][CH:41]=1)[C:38]([NH:42][CH2:43][CH2:44][CH2:45][CH2:46][CH2:47][CH2:48][CH2:49][CH2:50][CH2:51][CH2:52][NH2:53])=[C:37]1[C:32]([CH2:33][CH2:34][CH2:35][CH2:36]1)=[N:31]2, predict the reaction product. The product is: [Cl:27][C:28]1[CH:29]=[C:30]2[C:39](=[CH:40][CH:41]=1)[C:38]([NH:42][CH2:43][CH2:44][CH2:45][CH2:46][CH2:47][CH2:48][CH2:49][CH2:50][CH2:51][CH2:52][NH:53][C:12](=[O:14])[CH2:11][CH2:10][C:3]1[C:4]3[C:9](=[CH:8][CH:7]=[CH:6][CH:5]=3)[NH:1][CH:2]=1)=[C:37]1[C:32]([CH2:33][CH2:34][CH2:35][CH2:36]1)=[N:31]2. (3) Given the reactants [CH2:1]1[CH:6]([NH2:7])[CH2:5][CH2:4][CH:3]([OH:8])[CH2:2]1.[C:9](O[C:9]([O:11][C:12]([CH3:15])([CH3:14])[CH3:13])=[O:10])([O:11][C:12]([CH3:15])([CH3:14])[CH3:13])=[O:10], predict the reaction product. The product is: [C:12]([O:11][C:9](=[O:10])[NH:7][C@H:6]1[CH2:5][CH2:4][C@H:3]([OH:8])[CH2:2][CH2:1]1)([CH3:15])([CH3:14])[CH3:13]. (4) Given the reactants [Cl:1][C:2]1[C:7]([Cl:8])=[CH:6][CH:5]=[CH:4][C:3]=1[C:9]1[N:14]([CH2:15][C:16]2[CH:21]=[CH:20][C:19]([C:22]([CH3:25])([CH3:24])[CH3:23])=[CH:18][CH:17]=2)[C:13](=[O:26])[CH:12]=[C:11]([OH:27])[N:10]=1.[Cl-].C[Al+]C.CCCCCC.C(C1C=CC([CH2:46][NH2:47])=CC=1)(C)(C)C.ClC1C(Cl)=CC=CC=1C#N.C(OCC)(=O)[CH2:61][C:62]([O:64]CC)=[O:63].C[O-:72].[Na+].CO, predict the reaction product. The product is: [Cl:1][C:2]1[C:7]([Cl:8])=[CH:6][CH:5]=[CH:4][C:3]=1[C:9]1[N:14]([CH2:15][C:16]2[CH:17]=[CH:18][C:19]([C:22]([CH3:24])([CH3:23])[CH3:25])=[CH:20][CH:21]=2)[C:13](=[O:26])[C:12]([C:46]([NH:47][CH2:61][C:62]([OH:64])=[O:63])=[O:72])=[C:11]([OH:27])[N:10]=1.